Dataset: Catalyst prediction with 721,799 reactions and 888 catalyst types from USPTO. Task: Predict which catalyst facilitates the given reaction. (1) Reactant: Br[C:2]1[CH:11]=[N:10][CH:9]=[C:8]2[C:3]=1[CH:4]=[C:5]([C:12]([NH:14][CH2:15][C:16]([F:19])([F:18])[F:17])=[O:13])[CH:6]=[N:7]2.[F:20][C:21]1[CH:26]=[CH:25][CH:24]=[CH:23][C:22]=1B(O)O.C(=O)([O-])[O-].[Cs+].[Cs+]. Product: [F:20][C:21]1[CH:26]=[CH:25][CH:24]=[CH:23][C:22]=1[C:2]1[CH:11]=[N:10][CH:9]=[C:8]2[C:3]=1[CH:4]=[C:5]([C:12]([NH:14][CH2:15][C:16]([F:19])([F:18])[F:17])=[O:13])[CH:6]=[N:7]2. The catalyst class is: 688. (2) Reactant: [Br:1][C:2]1[CH:3]=[C:4]2[C:9](=[CH:10][CH:11]=1)[CH:8]=[C:7]([O:12][CH2:13][CH2:14][N:15]1[CH2:19][CH2:18][NH:17][C:16]1=[O:20])[CH:6]=[CH:5]2.[H-].[Na+].I[CH3:24]. Product: [Br:1][C:2]1[CH:3]=[C:4]2[C:9](=[CH:10][CH:11]=1)[CH:8]=[C:7]([O:12][CH2:13][CH2:14][N:15]1[CH2:19][CH2:18][N:17]([CH3:24])[C:16]1=[O:20])[CH:6]=[CH:5]2. The catalyst class is: 118. (3) Product: [CH3:13][C:3]1([OH:12])[C:4]2[C:9](=[CH:8][CH:7]=[CH:6][CH:5]=2)[CH:10]([CH3:11])[CH:2]1[CH3:1]. Reactant: [CH3:1][CH:2]1[CH:10]([CH3:11])[C:9]2[C:4](=[CH:5][CH:6]=[CH:7][CH:8]=2)[C:3]1=[O:12].[CH3:13][Li].[Cl-].[NH4+]. The catalyst class is: 27. (4) Product: [OH:29][C@@H:28]([C:30]1[CH:35]=[CH:34][CH:33]=[CH:32][CH:31]=1)[CH2:27][N:19]1[C:11]2=[N:10][C:9]([N:3]3[CH2:4][CH:5]4[O:8][CH:1]([CH2:7][CH2:6]4)[CH2:2]3)=[CH:14][C:13](=[O:15])[N:12]2[CH2:16][CH2:17][C@H:18]1[C:20]([F:22])([F:21])[F:23]. The catalyst class is: 3. Reactant: [CH:1]12[O:8][CH:5]([CH2:6][CH2:7]1)[CH2:4][N:3]([C:9]1[N:10]=[C:11]3[NH:19][C@H:18]([C:20]([F:23])([F:22])[F:21])[CH2:17][CH2:16][N:12]3[C:13](=[O:15])[CH:14]=1)[CH2:2]2.[H-].[Na+].Cl[CH2:27][C@H:28]([C:30]1[CH:35]=[CH:34][CH:33]=[CH:32][CH:31]=1)[OH:29].